This data is from Reaction yield outcomes from USPTO patents with 853,638 reactions. The task is: Predict the reaction yield, written as a fraction of the theoretical maximum amount of product (1.0 means a 100% yield; for example, 0.34 means a 34% yield). (1) The reactants are Br[C:2]1[C:18]2[N:19]=[C:20]([CH2:22][CH2:23][CH2:24][CH2:25][CH2:26][CH2:27][CH2:28][CH3:29])[O:21][C:17]=2[C:16](Br)=[C:4]2[N:5]=[C:6]([CH2:8][CH2:9][CH2:10][CH2:11][CH2:12][CH2:13][CH2:14][CH3:15])[O:7][C:3]=12.C[Sn](C)(C)[C:33]1[S:34][CH:35]=[C:36]([CH2:38][CH2:39][CH2:40][CH2:41][CH2:42][CH2:43][CH2:44][CH3:45])[CH:37]=1.[C:63]1([CH3:68])[CH:64]=[CH:65][CH:66]=[CH:67][C:62]=1P([C:62]1[CH:67]=[CH:66][CH:65]=[CH:64][C:63]=1[CH3:68])[C:62]1[CH:67]=[CH:66][CH:65]=[CH:64][C:63]=1[CH3:68]. The catalyst is C1(C)C=CC=CC=1. The product is [CH2:38]([C:36]1[CH:37]=[C:33]([C:2]2[C:18]3[N:19]=[C:20]([CH2:22][CH2:23][CH2:24][CH2:25][CH2:26][CH2:27][CH2:28][CH3:29])[O:21][C:17]=3[C:16]([C:33]3[S:34][CH:35]=[C:36]([CH2:38][CH2:62][CH2:67][CH2:66][CH2:65][CH2:64][CH2:63][CH3:68])[CH:37]=3)=[C:4]3[N:5]=[C:6]([CH2:8][CH2:9][CH2:10][CH2:11][CH2:12][CH2:13][CH2:14][CH3:15])[O:7][C:3]=23)[S:34][CH:35]=1)[CH2:39][CH2:40][CH2:41][CH2:42][CH2:43][CH2:44][CH3:45]. The yield is 0.790. (2) The reactants are [Cl:1][CH2:2][CH2:3][O:4][C:5]1[CH:10]=[CH:9][C:8]([C:11]([C:13]2[CH:18]=[CH:17][C:16]([O:19]C)=[C:15]([F:21])[CH:14]=2)=[O:12])=[CH:7][CH:6]=1.C([O-])([O-])=O.[Na+].[Na+]. The catalyst is Br. The product is [Cl:1][CH2:2][CH2:3][O:4][C:5]1[CH:6]=[CH:7][C:8]([C:11]([C:13]2[CH:18]=[CH:17][C:16]([OH:19])=[C:15]([F:21])[CH:14]=2)=[O:12])=[CH:9][CH:10]=1. The yield is 0.510. (3) The reactants are [Br:1][C:2]1[CH:3]=[C:4]([C:14]([OH:16])=O)[C:5]2[CH:6]=[N:7][N:8]([CH2:11][CH2:12][CH3:13])[C:9]=2[CH:10]=1.[NH2:17][CH2:18][C:19]1[C:20](=[O:29])[NH:21][C:22]([CH3:28])=[CH:23][C:24]=1[CH2:25][CH2:26][CH3:27]. No catalyst specified. The product is [Br:1][C:2]1[CH:3]=[C:4]([C:14]([NH:17][CH2:18][C:19]2[C:20](=[O:29])[NH:21][C:22]([CH3:28])=[CH:23][C:24]=2[CH2:25][CH2:26][CH3:27])=[O:16])[C:5]2[CH:6]=[N:7][N:8]([CH2:11][CH2:12][CH3:13])[C:9]=2[CH:10]=1. The yield is 0.425. (4) The reactants are [CH3:1][C:2]1([CH3:33])[CH2:7][NH:6][CH2:5][CH2:4][N:3]1[CH2:8][C:9]1[CH:14]=[C:13]([C:15]2[CH:20]=[CH:19][C:18]([OH:21])=[CH:17][C:16]=2[F:22])[N:12]=[C:11]2[N:23](C3CCCCO3)[N:24]=[C:25]([CH3:26])[C:10]=12.Cl. The catalyst is O1CCCC1. The product is [CH3:1][C:2]1([CH3:33])[CH2:7][NH:6][CH2:5][CH2:4][N:3]1[CH2:8][C:9]1[CH:14]=[C:13]([C:15]2[CH:20]=[CH:19][C:18]([OH:21])=[CH:17][C:16]=2[F:22])[N:12]=[C:11]2[NH:23][N:24]=[C:25]([CH3:26])[C:10]=12. The yield is 0.230. (5) The reactants are [CH3:1][C:2]1[CH:7]=[C:6]([N+]([O-])=O)[CH:5]=[C:4]([CH3:11])[N+:3]=1[O-:12].C([Br:16])(=O)C.O.C([O-])(O)=O.[Na+]. The catalyst is CCOC(C)=O.C(Cl)(Cl)Cl. The product is [Br:16][C:6]1[CH:7]=[C:2]([CH3:1])[N+:3]([O-:12])=[C:4]([CH3:11])[CH:5]=1. The yield is 0.480. (6) The reactants are Br[C:2]1[CH:3]=[C:4]2[C:9](=[CH:10][CH:11]=1)[CH:8]=[C:7]([C:12]([NH:14][CH3:15])=[O:13])[CH:6]=[CH:5]2.O1CCCC1.C([Mg]Cl)(C)C.CCCCCC.C([Li])CCC.[S:37]([N:47]1[CH:51]=[C:50]([CH:52]=[O:53])[N:49]=[CH:48]1)([C:40]1[CH:46]=[CH:45][C:43]([CH3:44])=[CH:42][CH:41]=1)(=[O:39])=[O:38].[Cl-].[NH4+]. The catalyst is O1CCCC1.CC(C)=O. The product is [OH:53][CH:52]([C:50]1[N:49]=[CH:48][N:47]([S:37]([C:40]2[CH:46]=[CH:45][C:43]([CH3:44])=[CH:42][CH:41]=2)(=[O:39])=[O:38])[CH:51]=1)[C:2]1[CH:3]=[C:4]2[C:9](=[CH:10][CH:11]=1)[CH:8]=[C:7]([C:12]([NH:14][CH3:15])=[O:13])[CH:6]=[CH:5]2. The yield is 0.520. (7) The reactants are [CH3:1][OH:2].[Na].C[O-].[Na+].[Br:7][C:8]1[CH:9]=[N:10][CH:11]=[C:12](Br)[CH:13]=1. The catalyst is CN(C=O)C. The product is [Br:7][C:8]1[CH:9]=[N:10][CH:11]=[C:12]([O:2][CH3:1])[CH:13]=1. The yield is 0.620. (8) The reactants are Br[C:2]1[CH:3]=[C:4]([O:8][CH3:9])[CH:5]=[CH:6][CH:7]=1.[OH:10][C:11]1[CH:12]=[C:13]([CH:18]=[CH:19][CH:20]=1)[C:14]([O:16][CH3:17])=[O:15].C(=O)([O-])[O-].[K+].[K+].C(Cl)Cl. The catalyst is N1C=CC=CC=1.[Cu]=O. The product is [CH3:9][O:8][C:4]1[CH:3]=[C:2]([CH:7]=[CH:6][CH:5]=1)[O:10][C:11]1[CH:12]=[C:13]([CH:18]=[CH:19][CH:20]=1)[C:14]([O:16][CH3:17])=[O:15]. The yield is 0.640. (9) The reactants are Br[C:2]1[CH:15]=[N:14][C:5]2[NH:6][C:7](=[O:13])[C:8]([CH3:12])([CH3:11])[NH:9][CH2:10][C:4]=2[CH:3]=1.[CH3:16][N:17]([CH2:22][C:23]1[O:24][C:25]2[CH:32]=[CH:31][CH:30]=[CH:29][C:26]=2[C:27]=1[CH3:28])[C:18](=[O:21])[CH:19]=[CH2:20].C(N(C(C)C)C(C)C)C.CC1C=CC=CC=1P(C1C=CC=CC=1C)C1C=CC=CC=1C. The catalyst is C(#N)CC.CN(C=O)C.CC([O-])=O.CC([O-])=O.[Pd+2]. The product is [CH3:11][C:8]1([CH3:12])[C:7](=[O:13])[NH:6][C:5]2[N:14]=[CH:15][C:2](/[CH:20]=[CH:19]/[C:18]([N:17]([CH3:16])[CH2:22][C:23]3[O:24][C:25]4[CH:32]=[CH:31][CH:30]=[CH:29][C:26]=4[C:27]=3[CH3:28])=[O:21])=[CH:3][C:4]=2[CH2:10][NH:9]1. The yield is 0.600.